From a dataset of Forward reaction prediction with 1.9M reactions from USPTO patents (1976-2016). Predict the product of the given reaction. (1) Given the reactants [C:1](#[N:3])[CH3:2].[OH-].[K+].[F:6][C:7]1[CH:20]=[CH:19][C:10]([C:11]([C:13]2[CH:18]=[CH:17][N:16]=[CH:15][CH:14]=2)=O)=[CH:9][CH:8]=1.O, predict the reaction product. The product is: [F:6][C:7]1[CH:8]=[CH:9][C:10](/[C:11](/[C:13]2[CH:14]=[CH:15][N:16]=[CH:17][CH:18]=2)=[CH:2]\[C:1]#[N:3])=[CH:19][CH:20]=1. (2) Given the reactants FC(F)(F)C(O)=O.[NH2:8][C:9]1[N:17]=[CH:16][N:15]=[C:14]2[C:10]=1[N:11]=[CH:12][N:13]2[C@H:18]1[C@@H:22]2[O:23]C(C)(C)[O:25][C@@H:21]2[C@@H:20]([CH2:28][N:29]([CH3:47])[CH2:30][CH2:31][CH2:32][NH:33][C:34]([NH:36][C:37]2[CH:42]=[CH:41][C:40]([C:43]([CH3:46])([CH3:45])[CH3:44])=[CH:39][CH:38]=2)=[O:35])[CH2:19]1, predict the reaction product. The product is: [NH2:8][C:9]1[N:17]=[CH:16][N:15]=[C:14]2[C:10]=1[N:11]=[CH:12][N:13]2[C@@H:18]1[CH2:19][C@H:20]([CH2:28][N:29]([CH3:47])[CH2:30][CH2:31][CH2:32][NH:33][C:34]([NH:36][C:37]2[CH:38]=[CH:39][C:40]([C:43]([CH3:45])([CH3:46])[CH3:44])=[CH:41][CH:42]=2)=[O:35])[C@@H:21]([OH:25])[C@H:22]1[OH:23]. (3) The product is: [F:1][C:2]1[CH:7]=[C:6]([C:8]([OH:28])=[O:9])[CH:5]=[CH:4][C:3]=1[C:10]1[CH:15]=[CH:14][C:13]([C:16]2[CH:21]=[C:20]([F:22])[C:19]([F:23])=[C:18]([F:24])[CH:17]=2)=[C:12]([F:25])[CH:11]=1. Given the reactants [F:1][C:2]1[CH:7]=[C:6]([CH:8]=[O:9])[CH:5]=[CH:4][C:3]=1[C:10]1[CH:15]=[CH:14][C:13]([C:16]2[CH:21]=[C:20]([F:22])[C:19]([F:23])=[C:18]([F:24])[CH:17]=2)=[C:12]([F:25])[CH:11]=1.CC(C)=[O:28].CC(C)=O.OS(O)(=O)=O.O=[Cr](=O)=O.C(=O)([O-])O.[Na+], predict the reaction product. (4) Given the reactants CC1(C)C2C=CC=C(P(C3C=CC=CC=3)C3C=CC=CC=3)C=2OC2C1=CC=CC=2P(C1C=CC=CC=1)C1C=CC=CC=1.I[C:44]1[CH:49]=[CH:48][N:47]=[C:46]2[CH:50]=[N:51][N:52]([CH2:53][C:54]3[CH:59]=[CH:58][C:57]([O:60][CH3:61])=[CH:56][CH:55]=3)[C:45]=12.[F:62][C:63]1[C:64]([C:70]2[CH:75]=[C:74]([NH2:76])[CH:73]=[CH:72][N:71]=2)=[N:65][C:66]([CH3:69])=[CH:67][CH:68]=1.CC([O-])(C)C.[Na+], predict the reaction product. The product is: [F:62][C:63]1[C:64]([C:70]2[CH:75]=[C:74]([NH:76][C:44]3[CH:49]=[CH:48][N:47]=[C:46]4[CH:50]=[N:51][N:52]([CH2:53][C:54]5[CH:59]=[CH:58][C:57]([O:60][CH3:61])=[CH:56][CH:55]=5)[C:45]=34)[CH:73]=[CH:72][N:71]=2)=[N:65][C:66]([CH3:69])=[CH:67][CH:68]=1.[F:62][C:63]1[C:64]([C:70]2[CH:75]=[C:74]([NH:76][C:44]3[C:50]4[C:46](=[CH:45][N:52]([CH2:53][C:54]5[CH:55]=[CH:56][C:57]([O:60][CH3:61])=[CH:58][CH:59]=5)[N:51]=4)[N:47]=[CH:48][CH:49]=3)[CH:73]=[CH:72][N:71]=2)=[N:65][C:66]([CH3:69])=[CH:67][CH:68]=1. (5) Given the reactants [F:1][C:2]([F:29])([F:28])[O:3][C:4]1[CH:9]=[CH:8][C:7]([N:10]2[CH:14]=[N:13][C:12]([C:15]3[CH:20]=[CH:19][C:18]([CH:21]4[CH2:26][CH2:25][CH2:24][CH2:23][C:22]4=O)=[CH:17][CH:16]=3)=[N:11]2)=[CH:6][CH:5]=1.C([O-])(=O)C.[NH4+].C([BH3-])#[N:36].[Na+], predict the reaction product. The product is: [F:1][C:2]([F:29])([F:28])[O:3][C:4]1[CH:5]=[CH:6][C:7]([N:10]2[CH:14]=[N:13][C:12]([C:15]3[CH:16]=[CH:17][C:18]([CH:21]4[CH2:26][CH2:25][CH2:24][CH2:23][CH:22]4[NH2:36])=[CH:19][CH:20]=3)=[N:11]2)=[CH:8][CH:9]=1.